From a dataset of Full USPTO retrosynthesis dataset with 1.9M reactions from patents (1976-2016). Predict the reactants needed to synthesize the given product. (1) Given the product [NH:16]1[C:17]2[C:13](=[CH:12][C:11]([C:10]3[C:4]4[C:5](=[N:6][CH:7]=[C:2]([C:45]5[CH:44]=[CH:43][C:33]([O:34][CH2:35][CH2:36][N:37]6[CH2:38][CH2:39][NH:40][CH2:41][CH2:42]6)=[C:32]([O:31][CH3:30])[CH:46]=5)[CH:3]=4)[NH:8][CH:9]=3)=[CH:19][CH:18]=2)[CH:14]=[CH:15]1, predict the reactants needed to synthesize it. The reactants are: Br[C:2]1[CH:3]=[C:4]2[C:10]([C:11]3[CH:12]=[C:13]4[C:17](=[CH:18][CH:19]=3)[NH:16][CH:15]=[CH:14]4)=[CH:9][N:8](S(C3C=CC(C)=CC=3)(=O)=O)[C:5]2=[N:6][CH:7]=1.[CH3:30][O:31][C:32]1[CH:46]=[C:45](B2OC(C)(C)C(C)(C)O2)[CH:44]=[CH:43][C:33]=1[O:34][CH2:35][CH2:36][N:37]1[CH2:42][CH2:41][NH:40][CH2:39][CH2:38]1.C([O-])([O-])=O.[Na+].[Na+].[OH-].[Na+]. (2) Given the product [CH:1]1([C:4]2[N:5]=[C:6]3[CH:11]=[C:10]([C:12]#[N:14])[CH:9]=[CH:8][N:7]3[C:15]=2[CH2:16][C:17]2[CH:40]=[CH:39][C:20]3/[C:21](=[C:31](\[C:33]4[NH:37][C:36](=[O:38])[O:35][N:34]=4)/[CH3:32])/[C:22]4[CH:29]=[CH:28][C:27]([F:30])=[CH:26][C:23]=4[O:24][CH2:25][C:19]=3[CH:18]=2)[CH2:3][CH2:2]1, predict the reactants needed to synthesize it. The reactants are: [CH:1]1([C:4]2[N:5]=[C:6]3[CH:11]=[C:10]([C:12]([NH2:14])=O)[CH:9]=[CH:8][N:7]3[C:15]=2[CH2:16][C:17]2[CH:40]=[CH:39][C:20]3/[C:21](=[C:31](\[C:33]4[NH:37][C:36](=[O:38])[O:35][N:34]=4)/[CH3:32])/[C:22]4[CH:29]=[CH:28][C:27]([F:30])=[CH:26][C:23]=4[O:24][CH2:25][C:19]=3[CH:18]=2)[CH2:3][CH2:2]1.C(N(CC)CC)C.FC(F)(F)C(OC(=O)C(F)(F)F)=O.C(=O)([O-])O.[Na+]. (3) Given the product [CH2:7]([N:6]1[C:2]([N:20]2[CH2:21][CH2:22][CH2:23][C@@H:17]([NH:16][C:14](=[O:15])[C:13]([F:24])([F:12])[F:25])[CH2:18][CH2:19]2)=[C:3]([N+:9]([O-:11])=[O:10])[CH:4]=[N:5]1)[CH3:8], predict the reactants needed to synthesize it. The reactants are: Cl[C:2]1[N:6]([CH2:7][CH3:8])[N:5]=[CH:4][C:3]=1[N+:9]([O-:11])=[O:10].[F:12][C:13]([F:25])([F:24])[C:14]([NH:16][C@@H:17]1[CH2:23][CH2:22][CH2:21][NH:20][CH2:19][CH2:18]1)=[O:15]. (4) Given the product [O:3]1[CH:2]=[CH:1][CH:5]=[C:4]1[CH2:6][NH:8][CH2:9][CH2:10][OH:11], predict the reactants needed to synthesize it. The reactants are: [CH:1]1[CH:5]=[C:4]([CH:6]=O)[O:3][CH:2]=1.[NH2:8][CH2:9][CH2:10][OH:11].C[C@H](NC([C@H]1N(C([C@@H](NC([C@@H](N)CC2C=CC(O)=CC=2)=O)CC(O)=O)=O)CCC1)=O)C(N1[C@H](C(N2[C@H](C(N3[C@H](C(N4[C@H](C(N5[C@H](C(N6[C@H](C(O)=O)CCC6)=O)CCC5)=O)CCC4)=O)CCC3)=O)CCC2)=O)CCC1)=O.[BH-](OC(C)=O)(OC(C)=O)OC(C)=O.[Na+].